From a dataset of Forward reaction prediction with 1.9M reactions from USPTO patents (1976-2016). Predict the product of the given reaction. Given the reactants [CH3:1][O:2][C:3]1[CH:4]=[C:5]2[C:10](=[CH:11][CH:12]=1)[CH:9]=[C:8]([C@H:13]([CH3:17])[C:14]([OH:16])=[O:15])[CH:7]=[CH:6]2.C([O-])(O)=O.[Na+].Br[CH2:24][C:25]([O:27][C:28]([CH3:31])([CH3:30])[CH3:29])=[O:26], predict the reaction product. The product is: [CH3:1][O:2][C:3]1[CH:4]=[C:5]2[C:10](=[CH:11][CH:12]=1)[CH:9]=[C:8]([C@H:13]([CH3:17])[C:14]([O:16][CH2:24][C:25]([O:27][C:28]([CH3:31])([CH3:30])[CH3:29])=[O:26])=[O:15])[CH:7]=[CH:6]2.